This data is from NCI-60 drug combinations with 297,098 pairs across 59 cell lines. The task is: Regression. Given two drug SMILES strings and cell line genomic features, predict the synergy score measuring deviation from expected non-interaction effect. (1) Drug 1: CCC1=CC2CC(C3=C(CN(C2)C1)C4=CC=CC=C4N3)(C5=C(C=C6C(=C5)C78CCN9C7C(C=CC9)(C(C(C8N6C)(C(=O)OC)O)OC(=O)C)CC)OC)C(=O)OC.C(C(C(=O)O)O)(C(=O)O)O. Drug 2: C1=NC2=C(N=C(N=C2N1C3C(C(C(O3)CO)O)F)Cl)N. Cell line: NCI-H460. Synergy scores: CSS=57.5, Synergy_ZIP=-4.91, Synergy_Bliss=-3.59, Synergy_Loewe=-2.58, Synergy_HSA=-3.03. (2) Drug 1: CN1C2=C(C=C(C=C2)N(CCCl)CCCl)N=C1CCCC(=O)O.Cl. Drug 2: CC1=C(C=C(C=C1)C(=O)NC2=CC(=CC(=C2)C(F)(F)F)N3C=C(N=C3)C)NC4=NC=CC(=N4)C5=CN=CC=C5. Cell line: DU-145. Synergy scores: CSS=5.23, Synergy_ZIP=-1.80, Synergy_Bliss=-1.38, Synergy_Loewe=2.49, Synergy_HSA=-0.543. (3) Drug 1: CCCS(=O)(=O)NC1=C(C(=C(C=C1)F)C(=O)C2=CNC3=C2C=C(C=N3)C4=CC=C(C=C4)Cl)F. Drug 2: CC1=C(C=C(C=C1)NC2=NC=CC(=N2)N(C)C3=CC4=NN(C(=C4C=C3)C)C)S(=O)(=O)N.Cl. Cell line: NCIH23. Synergy scores: CSS=4.42, Synergy_ZIP=5.74, Synergy_Bliss=13.1, Synergy_Loewe=9.28, Synergy_HSA=9.26. (4) Drug 1: CCC1(CC2CC(C3=C(CCN(C2)C1)C4=CC=CC=C4N3)(C5=C(C=C6C(=C5)C78CCN9C7C(C=CC9)(C(C(C8N6C)(C(=O)OC)O)OC(=O)C)CC)OC)C(=O)OC)O.OS(=O)(=O)O. Drug 2: CN(C(=O)NC(C=O)C(C(C(CO)O)O)O)N=O. Cell line: UO-31. Synergy scores: CSS=3.01, Synergy_ZIP=-0.377, Synergy_Bliss=2.60, Synergy_Loewe=-0.896, Synergy_HSA=1.04. (5) Drug 1: CNC(=O)C1=NC=CC(=C1)OC2=CC=C(C=C2)NC(=O)NC3=CC(=C(C=C3)Cl)C(F)(F)F. Drug 2: C(CN)CNCCSP(=O)(O)O. Cell line: SK-MEL-5. Synergy scores: CSS=6.31, Synergy_ZIP=-3.98, Synergy_Bliss=0.0779, Synergy_Loewe=-1.01, Synergy_HSA=0.406. (6) Drug 1: CC1=C(N=C(N=C1N)C(CC(=O)N)NCC(C(=O)N)N)C(=O)NC(C(C2=CN=CN2)OC3C(C(C(C(O3)CO)O)O)OC4C(C(C(C(O4)CO)O)OC(=O)N)O)C(=O)NC(C)C(C(C)C(=O)NC(C(C)O)C(=O)NCCC5=NC(=CS5)C6=NC(=CS6)C(=O)NCCC[S+](C)C)O. Drug 2: CC12CCC3C(C1CCC2O)C(CC4=C3C=CC(=C4)O)CCCCCCCCCS(=O)CCCC(C(F)(F)F)(F)F. Cell line: M14. Synergy scores: CSS=15.4, Synergy_ZIP=-13.1, Synergy_Bliss=-20.3, Synergy_Loewe=-21.4, Synergy_HSA=-16.9. (7) Drug 1: CC1=C2C(C(=O)C3(C(CC4C(C3C(C(C2(C)C)(CC1OC(=O)C(C(C5=CC=CC=C5)NC(=O)OC(C)(C)C)O)O)OC(=O)C6=CC=CC=C6)(CO4)OC(=O)C)OC)C)OC. Drug 2: C(CC(=O)O)C(=O)CN.Cl. Cell line: SNB-75. Synergy scores: CSS=38.5, Synergy_ZIP=3.51, Synergy_Bliss=5.01, Synergy_Loewe=2.70, Synergy_HSA=6.93.